Dataset: Reaction yield outcomes from USPTO patents with 853,638 reactions. Task: Predict the reaction yield, written as a fraction of the theoretical maximum amount of product (1.0 means a 100% yield; for example, 0.34 means a 34% yield). (1) The reactants are C(N(CC)CC)C.[CH3:8][C@:9]12[C:15]([CH3:17])([CH3:16])[C@H:12]([CH2:13][CH2:14]1)[CH:11]([C:18](Cl)=[O:19])[C:10]2=O.C(OC([N:29]([CH:37]1[CH2:39][CH2:38]1)[NH:30][C:31]1[CH:36]=[CH:35][CH:34]=[CH:33][CH:32]=1)=O)(C)(C)C.Cl.O1CCOCC1. The catalyst is ClCCCl. The product is [CH:37]1([N:29]2[C:10]3[C@@:9]4([CH3:8])[C:15]([CH3:17])([CH3:16])[C@H:12]([CH2:13][CH2:14]4)[C:11]=3[C:18](=[O:19])[N:30]2[C:31]2[CH:36]=[CH:35][CH:34]=[CH:33][CH:32]=2)[CH2:39][CH2:38]1. The yield is 0.430. (2) The reactants are [N:1]1([CH2:6][CH2:7][CH2:8][CH2:9][C:10]2[CH:15]=[CH:14][C:13]([OH:16])=[CH:12][CH:11]=2)[CH:5]=[CH:4][N:3]=[N:2]1.[H-].[Na+].Cl[CH2:20][C:21]1[CH:22]=[CH:23][C:24]([C:27]2[CH:32]=[CH:31][CH:30]=[C:29]([C:33]([F:36])([F:35])[F:34])[CH:28]=2)=[N:25][CH:26]=1.O. The catalyst is CN(C)C=O. The product is [N:1]1([CH2:6][CH2:7][CH2:8][CH2:9][C:10]2[CH:11]=[CH:12][C:13]([O:16][CH2:20][C:21]3[CH:22]=[CH:23][C:24]([C:27]4[CH:32]=[CH:31][CH:30]=[C:29]([C:33]([F:36])([F:34])[F:35])[CH:28]=4)=[N:25][CH:26]=3)=[CH:14][CH:15]=2)[CH:5]=[CH:4][N:3]=[N:2]1. The yield is 0.820.